From a dataset of NCI-60 drug combinations with 297,098 pairs across 59 cell lines. Regression. Given two drug SMILES strings and cell line genomic features, predict the synergy score measuring deviation from expected non-interaction effect. (1) Synergy scores: CSS=-0.851, Synergy_ZIP=-1.95, Synergy_Bliss=-3.95, Synergy_Loewe=-7.87, Synergy_HSA=-7.62. Drug 2: CC12CCC3C(C1CCC2OP(=O)(O)O)CCC4=C3C=CC(=C4)OC(=O)N(CCCl)CCCl.[Na+]. Drug 1: C(=O)(N)NO. Cell line: NCI-H460. (2) Drug 2: C1C(C(OC1N2C=NC(=NC2=O)N)CO)O. Drug 1: CC(C)CN1C=NC2=C1C3=CC=CC=C3N=C2N. Synergy scores: CSS=3.74, Synergy_ZIP=-3.38, Synergy_Bliss=-6.62, Synergy_Loewe=-6.30, Synergy_HSA=-5.59. Cell line: SF-295.